Dataset: Catalyst prediction with 721,799 reactions and 888 catalyst types from USPTO. Task: Predict which catalyst facilitates the given reaction. (1) Reactant: [F:1][C:2]1[CH:7]=[CH:6][C:5]([C:8]2[N:9]=[C:10]3[C:15](C(O)=O)=[N:14][CH:13]=[CH:12][N:11]3[CH:19]=2)=[CH:4][CH:3]=1.Cl.C([O-])([O-])=O.[Na+].[Na+].CCOCC. Product: [F:1][C:2]1[CH:3]=[CH:4][C:5]([C:8]2[N:9]=[C:10]3[CH:15]=[N:14][CH:13]=[CH:12][N:11]3[CH:19]=2)=[CH:6][CH:7]=1. The catalyst class is: 238. (2) Product: [NH2:7][C:8]1[S:9][C:10]([C:35]2[CH:36]=[N:37][CH:38]=[CH:39][CH:40]=2)=[CH:11][C:12]=1[C:13]([N:15]1[CH2:16][CH2:17][CH:18]([N:21]2[CH2:34][CH2:33][CH2:32][C:23]3([O:27][C:26](=[O:28])[N:25]([CH2:29][CH3:30])[C:24]3=[O:31])[CH2:22]2)[CH2:19][CH2:20]1)=[O:14]. The catalyst class is: 55. Reactant: C(OC(=O)[NH:7][C:8]1[S:9][C:10]([C:35]2[CH:36]=[N:37][CH:38]=[CH:39][CH:40]=2)=[CH:11][C:12]=1[C:13]([N:15]1[CH2:20][CH2:19][CH:18]([N:21]2[CH2:34][CH2:33][CH2:32][C:23]3([O:27][C:26](=[O:28])[N:25]([CH2:29][CH3:30])[C:24]3=[O:31])[CH2:22]2)[CH2:17][CH2:16]1)=[O:14])(C)(C)C.C(=O)([O-])O.[Na+].